Predict the reactants needed to synthesize the given product. From a dataset of Full USPTO retrosynthesis dataset with 1.9M reactions from patents (1976-2016). (1) Given the product [CH3:1][C:2]1[CH:7]=[CH:6][C:5]([NH2:8])=[CH:4][C:3]=1[O:11][CH3:12], predict the reactants needed to synthesize it. The reactants are: [CH3:1][C:2]1[CH:7]=[CH:6][C:5]([N+:8]([O-])=O)=[CH:4][C:3]=1[O:11][CH3:12]. (2) Given the product [C:15]([O:14][C:12]([N:19]1[CH:8]=[C:7]([CH2:6][CH2:5][CH2:4][C:3]([O:2][CH3:1])=[O:11])[N:21]=[C:20]1[NH2:22])=[O:13])([CH3:18])([CH3:16])[CH3:17], predict the reactants needed to synthesize it. The reactants are: [CH3:1][O:2][C:3](=[O:11])[CH2:4][CH2:5][CH2:6][C:7](=O)[CH2:8]Br.[C:12]([NH:19][C:20]([NH2:22])=[NH:21])([O:14][C:15]([CH3:18])([CH3:17])[CH3:16])=[O:13].[Na+].[I-]. (3) Given the product [CH3:27][C:26]([CH3:31])=[CH:25][CH2:24][C:11]1[C:10](=[O:12])[C:9]2[CH:8]=[CH:7][CH:6]=[CH:5][C:4]=2[C:3](=[O:13])[C:2]=1[OH:1], predict the reactants needed to synthesize it. The reactants are: [OH:1][C:2]1[C:3](=[O:13])[C:4]2[C:9]([C:10](=[O:12])[CH:11]=1)=[CH:8][CH:7]=[CH:6][CH:5]=2.[I-].[Na+].C(N(CC)CC)C.C(Br)[CH:24]=[CH:25][C:26]1[CH:31]=CC=C[CH:27]=1. (4) Given the product [Cl:17][C:5]1[C:6]([C:8]2[N:12]3[CH:13]=[CH:14][CH:15]=[CH:16][C:11]3=[N:10][CH:9]=2)=[N:7][C:2]([NH:18][C:19]2[CH:24]=[CH:23][C:22]([N:25]3[CH2:26][CH2:27][NH:28][CH2:29][CH2:30]3)=[CH:21][C:20]=2[O:34][CH3:35])=[N:3][CH:4]=1, predict the reactants needed to synthesize it. The reactants are: Cl[C:2]1[N:7]=[C:6]([C:8]2[N:12]3[CH:13]=[CH:14][CH:15]=[CH:16][C:11]3=[N:10][CH:9]=2)[C:5]([Cl:17])=[CH:4][N:3]=1.[NH2:18][C:19]1[CH:24]=[CH:23][C:22]([N:25]2[CH2:30][CH2:29][N:28](C(=O)C)[CH2:27][CH2:26]2)=[CH:21][C:20]=1[O:34][CH3:35].C1(C)C=CC(S(O)(=O)=O)=CC=1.N. (5) Given the product [ClH:53].[ClH:53].[CH2:32]([N:20]1[CH2:21][CH:22]([C:23]2[CH:28]=[CH:27][CH:26]=[CH:25][CH:24]=2)[CH:18]([CH2:17][N:14]2[CH2:13][CH2:12][C:9]3([C:8](=[O:29])[N:7]([CH2:6][C:5]4[CH:4]=[CH:3][C:2]([Br:1])=[CH:31][CH:30]=4)[CH2:11][CH2:10]3)[CH2:16][CH2:15]2)[CH2:19]1)[C:33]1[CH:38]=[CH:37][CH:36]=[CH:35][CH:34]=1, predict the reactants needed to synthesize it. The reactants are: [Br:1][C:2]1[CH:31]=[CH:30][C:5]([CH2:6][N:7]2[CH2:11][CH2:10][C:9]3([CH2:16][CH2:15][N:14]([CH2:17][CH:18]4[CH:22]([C:23]5[CH:28]=[CH:27][CH:26]=[CH:25][CH:24]=5)[CH2:21][NH:20][CH2:19]4)[CH2:13][CH2:12]3)[C:8]2=[O:29])=[CH:4][CH:3]=1.[CH:32](=O)[C:33]1[CH:38]=[CH:37][CH:36]=[CH:35][CH:34]=1.C(O[BH-](OC(=O)C)OC(=O)C)(=O)C.[Cl:53]CCCl. (6) Given the product [NH2:1][C:2]1[C:7]([NH2:8])=[C:6]([O:11][C:12]2[CH:13]=[CH:14][C:15]([NH:18][C:19](=[O:25])[O:20][C:21]([CH3:23])([CH3:22])[CH3:24])=[CH:16][CH:17]=2)[CH:5]=[CH:4][N:3]=1, predict the reactants needed to synthesize it. The reactants are: [NH2:1][C:2]1[C:7]([N+:8]([O-])=O)=[C:6]([O:11][C:12]2[CH:17]=[CH:16][C:15]([NH:18][C:19](=[O:25])[O:20][C:21]([CH3:24])([CH3:23])[CH3:22])=[CH:14][CH:13]=2)[CH:5]=[CH:4][N:3]=1.C(OCC)(=O)C. (7) The reactants are: [Cl:1][C:2]1[S:3][C:4]2[CH2:10][C:9](=O)[CH2:8][CH2:7][C:5]=2[N:6]=1.C([O-])(=O)C.[NH4+].[C:17]([BH3-])#[N:18].[Na+].Cl.[CH2:22]=O. Given the product [Cl:1][C:2]1[S:3][C:4]2[CH2:10][CH:9]([N:18]([CH3:17])[CH3:22])[CH2:8][CH2:7][C:5]=2[N:6]=1, predict the reactants needed to synthesize it.